This data is from Forward reaction prediction with 1.9M reactions from USPTO patents (1976-2016). The task is: Predict the product of the given reaction. (1) Given the reactants [CH3:1][C:2]1[S:6][C:5]([C:7]2[N:8]=[CH:9][N:10]([C:12]([C:25]3[CH:30]=[CH:29][CH:28]=[CH:27][CH:26]=3)([C:19]3[CH:24]=[CH:23][CH:22]=[CH:21][CH:20]=3)[C:13]3[CH:18]=[CH:17][CH:16]=[CH:15][CH:14]=3)[CH:11]=2)=[CH:4][CH:3]=1.[Li]CCCC.[I:36]I.[NH4+].[Cl-], predict the reaction product. The product is: [I:36][C:9]1[N:10]([C:12]([C:25]2[CH:30]=[CH:29][CH:28]=[CH:27][CH:26]=2)([C:19]2[CH:20]=[CH:21][CH:22]=[CH:23][CH:24]=2)[C:13]2[CH:18]=[CH:17][CH:16]=[CH:15][CH:14]=2)[CH:11]=[C:7]([C:5]2[S:6][C:2]([CH3:1])=[CH:3][CH:4]=2)[N:8]=1. (2) Given the reactants [F:1][C:2]([F:31])([F:30])[CH2:3][NH:4][C:5]([C:7]1([CH2:20][CH2:21][CH2:22][CH2:23][N:24]2[CH2:29][CH2:28][NH:27][CH2:26][CH2:25]2)[C:19]2[CH:18]=[CH:17][CH:16]=[CH:15][C:14]=2[C:13]2[C:8]1=[CH:9][CH:10]=[CH:11][CH:12]=2)=[O:6].[CH3:32][O:33][C:34]1[CH:39]=[CH:38][C:37]([O:40][CH3:41])=[CH:36][C:35]=1[CH2:42][C:43](Cl)=[O:44], predict the reaction product. The product is: [F:31][C:2]([F:30])([F:1])[CH2:3][NH:4][C:5]([C:7]1([CH2:20][CH2:21][CH2:22][CH2:23][N:24]2[CH2:25][CH2:26][N:27]([C:43](=[O:44])[CH2:42][C:35]3[CH:36]=[C:37]([O:40][CH3:41])[CH:38]=[CH:39][C:34]=3[O:33][CH3:32])[CH2:28][CH2:29]2)[C:8]2[CH:9]=[CH:10][CH:11]=[CH:12][C:13]=2[C:14]2[C:19]1=[CH:18][CH:17]=[CH:16][CH:15]=2)=[O:6]. (3) Given the reactants C[O:2][C:3]1[CH:4]=[C:5]([C:11]([CH3:15])([CH3:14])[C:12]#[N:13])[CH:6]=[C:7]([O:9]C)[CH:8]=1.ClCCl, predict the reaction product. The product is: [OH:2][C:3]1[CH:4]=[C:5]([C:11]([CH3:15])([CH3:14])[C:12]#[N:13])[CH:6]=[C:7]([OH:9])[CH:8]=1.